From a dataset of Full USPTO retrosynthesis dataset with 1.9M reactions from patents (1976-2016). Predict the reactants needed to synthesize the given product. The reactants are: [F:1][CH:2]([CH3:13])[C:3]([NH:5][CH:6]([CH2:11][OH:12])[C:7]([O:9][CH3:10])=[O:8])=O.COCCN(S(F)(F)F)CCOC.BrC(Cl)(Cl)Cl.C1CCN2C(=NCCC2)CC1. Given the product [F:1][CH:2]([C:3]1[O:12][CH:11]=[C:6]([C:7]([O:9][CH3:10])=[O:8])[N:5]=1)[CH3:13], predict the reactants needed to synthesize it.